This data is from Full USPTO retrosynthesis dataset with 1.9M reactions from patents (1976-2016). The task is: Predict the reactants needed to synthesize the given product. (1) Given the product [CH2:16]([NH:15][CH2:14][CH2:13][C:10]1[CH:11]=[CH:12][C:7]([CH2:6][N:1]2[CH2:5][CH2:4][CH2:3][CH2:2]2)=[CH:8][CH:9]=1)[C:17]1[CH:22]=[CH:21][CH:20]=[CH:19][CH:18]=1, predict the reactants needed to synthesize it. The reactants are: [N:1]1([CH2:6][C:7]2[CH:12]=[CH:11][C:10]([CH2:13][CH2:14][NH2:15])=[CH:9][CH:8]=2)[CH2:5][CH2:4][CH2:3][CH2:2]1.[CH:16](=O)[C:17]1[CH:22]=[CH:21][CH:20]=[CH:19][CH:18]=1. (2) Given the product [CH3:1][O:2][C:3]1[CH:4]=[CH:5][C:6]([CH2:7][N:8]2[C:12]([CH:24]=[O:25])=[CH:11][CH:10]=[N:9]2)=[CH:15][CH:16]=1, predict the reactants needed to synthesize it. The reactants are: [CH3:1][O:2][C:3]1[CH:16]=[CH:15][C:6]([CH2:7][N:8]2[CH:12]=[CH:11][C:10](C=O)=[N:9]2)=[CH:5][CH:4]=1.[H-].[Na+].N1C=CC([CH:24]=[O:25])=N1.COC1C=CC(CCl)=CC=1.